Dataset: Forward reaction prediction with 1.9M reactions from USPTO patents (1976-2016). Task: Predict the product of the given reaction. (1) Given the reactants C([C:3]1[CH:4]=[C:5]([CH2:9][CH2:10][C:11]([NH2:13])=O)C=CC=1)C.[OH-].[Na+].C(OI(C1C=CC=CC=1)OC(=O)C)(=O)C.Cl.[CH2:32]1[CH2:36]O[CH2:34][CH2:33]1, predict the reaction product. The product is: [CH2:33]([C:32]1[CH:36]=[C:9]([CH2:10][CH2:11][NH2:13])[CH:5]=[CH:4][CH:3]=1)[CH3:34]. (2) Given the reactants [CH:1]1([NH:4][C:5](=[O:17])[C:6]2[CH:11]=[CH:10][C:9]([CH3:12])=[C:8]([NH:13][C:14]([NH2:16])=[S:15])[CH:7]=2)[CH2:3][CH2:2]1.Br[CH2:19][C:20](=O)[C:21]([O:23][CH2:24][CH3:25])=[O:22], predict the reaction product. The product is: [CH2:24]([O:23][C:21]([C:20]1[N:16]=[C:14]([NH:13][C:8]2[CH:7]=[C:6]([C:5](=[O:17])[NH:4][CH:1]3[CH2:3][CH2:2]3)[CH:11]=[CH:10][C:9]=2[CH3:12])[S:15][CH:19]=1)=[O:22])[CH3:25]. (3) Given the reactants N#N.[CH3:3][C:4]1([C:9]2[N:10]=[C:11]([CH2:14][N:15]3[CH:19]=[CH:18][C:17]([N+:20]([O-:22])=[O:21])=[N:16]3)[S:12][CH:13]=2)OCC[O:5]1.Cl.[OH-].[Na+], predict the reaction product. The product is: [N+:20]([C:17]1[CH:18]=[CH:19][N:15]([CH2:14][C:11]2[S:12][CH:13]=[C:9]([C:4](=[O:5])[CH3:3])[N:10]=2)[N:16]=1)([O-:22])=[O:21]. (4) Given the reactants [Br:1][C:2]1[CH:3]=[CH:4][C:5]([N+:16]([O-])=O)=[C:6]([CH:15]=1)[NH:7][CH2:8][CH:9]1[CH2:14][CH2:13][O:12][CH2:11][CH2:10]1.O.NN, predict the reaction product. The product is: [Br:1][C:2]1[CH:15]=[C:6]([NH:7][CH2:8][CH:9]2[CH2:10][CH2:11][O:12][CH2:13][CH2:14]2)[C:5]([NH2:16])=[CH:4][CH:3]=1. (5) Given the reactants [OH:1][CH2:2][CH2:3][NH:4][C:5]1[N:6]=[C:7]([C:38]([F:41])([F:40])[F:39])[C:8]2[C:13]([C:14]3[CH:19]=[CH:18][CH:17]=[CH:16][CH:15]=3)=[C:12]([C:20]3[CH:25]=[CH:24][C:23]([C:26]4([NH:30]C(=O)OC(C)(C)C)[CH2:29][CH2:28][CH2:27]4)=[CH:22][CH:21]=3)[O:11][C:9]=2[N:10]=1.[ClH:42].O1CCOCC1.C(OCC)C, predict the reaction product. The product is: [ClH:42].[NH2:30][C:26]1([C:23]2[CH:22]=[CH:21][C:20]([C:12]3[O:11][C:9]4[N:10]=[C:5]([NH:4][CH2:3][CH2:2][OH:1])[N:6]=[C:7]([C:38]([F:41])([F:39])[F:40])[C:8]=4[C:13]=3[C:14]3[CH:15]=[CH:16][CH:17]=[CH:18][CH:19]=3)=[CH:25][CH:24]=2)[CH2:29][CH2:28][CH2:27]1. (6) Given the reactants [CH2:1]([O:3][C:4](=[O:16])[CH:5]([CH2:11][CH:12]([C:14]#[N:15])[CH3:13])[C:6](OCC)=[O:7])[CH3:2].[H][H], predict the reaction product. The product is: [CH2:1]([O:3][C:4]([CH:5]1[CH2:11][CH:12]([CH3:13])[CH2:14][NH:15][C:6]1=[O:7])=[O:16])[CH3:2].